The task is: Regression. Given two drug SMILES strings and cell line genomic features, predict the synergy score measuring deviation from expected non-interaction effect.. This data is from NCI-60 drug combinations with 297,098 pairs across 59 cell lines. Cell line: PC-3. Drug 2: C1=NC2=C(N1)C(=S)N=CN2. Drug 1: CC1=C(C(CCC1)(C)C)C=CC(=CC=CC(=CC(=O)O)C)C. Synergy scores: CSS=11.0, Synergy_ZIP=-2.30, Synergy_Bliss=-1.98, Synergy_Loewe=-18.0, Synergy_HSA=-6.66.